The task is: Predict the reaction yield, written as a fraction of the theoretical maximum amount of product (1.0 means a 100% yield; for example, 0.34 means a 34% yield).. This data is from Reaction yield outcomes from USPTO patents with 853,638 reactions. (1) The reactants are [Br:1][C:2]1[C:3](F)=[C:4]2[C:10]([NH:11][C:12](=[O:19])[C:13]3[CH:18]=[CH:17][CH:16]=[N:15][CH:14]=3)=[CH:9][NH:8][C:5]2=[N:6][CH:7]=1.[CH3:21][N:22]([CH:30]1[CH2:34][CH2:33][NH:32][CH2:31]1)C(=O)OC(C)(C)C.CCN(C(C)C)C(C)C.C(O)(C(F)(F)F)=O. The catalyst is CCCCO.C(Cl)Cl. The product is [Br:1][C:2]1[C:3]([N:32]2[CH2:33][CH2:34][CH:30]([NH:22][CH3:21])[CH2:31]2)=[C:4]2[C:10]([NH:11][C:12](=[O:19])[C:13]3[CH:18]=[CH:17][CH:16]=[N:15][CH:14]=3)=[CH:9][NH:8][C:5]2=[N:6][CH:7]=1. The yield is 0.590. (2) The reactants are [Br:1][CH2:2][CH2:3][CH2:4][CH2:5][CH2:6][CH2:7][CH2:8][C:9]([OH:11])=[O:10].[CH2:12](O)[CH3:13].CCN=C=NCCCN(C)C. The catalyst is CN(C1C=CN=CC=1)C.C(Cl)Cl. The product is [CH2:12]([O:10][C:9](=[O:11])[CH2:8][CH2:7][CH2:6][CH2:5][CH2:4][CH2:3][CH2:2][Br:1])[CH3:13]. The yield is 0.750.